From a dataset of Forward reaction prediction with 1.9M reactions from USPTO patents (1976-2016). Predict the product of the given reaction. (1) Given the reactants [CH3:1][O:2][C:3]1[CH:4]=[CH:5][C:6]2[C:10]([O:11][C:12]3[CH:13]=[CH:14][C:15](C=O)=[N:16][CH:17]=3)=[C:9]([C:20]3[CH:25]=[CH:24][C:23]([O:26][CH3:27])=[CH:22][CH:21]=3)[S:8][C:7]=2[CH:28]=1.C1(P(C2C=CC=CC=2)(C2C=CC=CC=2)=[CH:36][C:37]([O:39][CH3:40])=[O:38])C=CC=CC=1.[CH2:53](Cl)Cl, predict the reaction product. The product is: [CH3:1][O:2][C:3]1[CH:4]=[CH:5][C:6]2[C:10]([O:11][C:12]3[CH:13]=[CH:14][C:15](/[CH:53]=[CH:36]/[C:37]([O:39][CH3:40])=[O:38])=[N:16][CH:17]=3)=[C:9]([C:20]3[CH:25]=[CH:24][C:23]([O:26][CH3:27])=[CH:22][CH:21]=3)[S:8][C:7]=2[CH:28]=1. (2) Given the reactants [F:1][C@H:2]1[CH2:6][N:5]([S:7]([C:10]2[CH:15]=[CH:14][C:13]([F:16])=[CH:12][CH:11]=2)(=[O:9])=[O:8])[C@H:4]([C:17]([NH:19][CH2:20][C:21]2[CH:26]=[CH:25][N:24]=[C:23]([C:27]3[C:28](F)=[N:29][C:30]([C:33]([F:36])([F:35])[F:34])=[CH:31][CH:32]=3)[CH:22]=2)=[O:18])[CH2:3]1.[NH3:38], predict the reaction product. The product is: [NH2:38][C:28]1[C:27]([C:23]2[CH:22]=[C:21]([CH2:20][NH:19][C:17]([C@@H:4]3[CH2:3][C@@H:2]([F:1])[CH2:6][N:5]3[S:7]([C:10]3[CH:15]=[CH:14][C:13]([F:16])=[CH:12][CH:11]=3)(=[O:9])=[O:8])=[O:18])[CH:26]=[CH:25][N:24]=2)=[CH:32][CH:31]=[C:30]([C:33]([F:35])([F:36])[F:34])[N:29]=1. (3) Given the reactants [CH3:1][C:2]1[CH:7]=[CH:6][CH:5]=[CH:4][C:3]=1[CH:8]=[C:9]([C:13]1[CH:18]=[CH:17][N:16]=[CH:15][CH:14]=1)[C:10](=[O:12])[CH3:11].[OH-:19].[Na+], predict the reaction product. The product is: [CH3:1][C:2]1[CH:7]=[CH:6][CH:5]=[CH:4][C:3]=1[CH:8]1[O:19][C:9]1([C:13]1[CH:14]=[CH:15][N:16]=[CH:17][CH:18]=1)[C:10](=[O:12])[CH3:11]. (4) Given the reactants [OH:1][C@H:2]1[CH2:6][N:5]([C:7]([O:9][C:10]([CH3:13])([CH3:12])[CH3:11])=[O:8])[C@H:4]([C:14]([O:16][CH3:17])=[O:15])[CH2:3]1.CC(OI1(OC(C)=O)(OC(C)=O)OC(=O)C2C=CC=CC1=2)=O, predict the reaction product. The product is: [O:1]=[C:2]1[CH2:6][N:5]([C:7]([O:9][C:10]([CH3:11])([CH3:12])[CH3:13])=[O:8])[C@H:4]([C:14]([O:16][CH3:17])=[O:15])[CH2:3]1. (5) The product is: [CH2:1]([O:8][C:9]([N:11]1[CH2:16][CH2:15][NH:14][CH2:13][CH2:12]1)=[O:10])[CH2:2][CH3:3]. Given the reactants [CH2:1]([O:8][C:9]([N:11]1[CH2:16][CH2:15][N:14](C(OCCC)=O)[CH2:13][CH2:12]1)=[O:10])[C:2]1C=CC=C[CH:3]=1, predict the reaction product.